This data is from Reaction yield outcomes from USPTO patents with 853,638 reactions. The task is: Predict the reaction yield, written as a fraction of the theoretical maximum amount of product (1.0 means a 100% yield; for example, 0.34 means a 34% yield). (1) The reactants are [CH2:1]1[C:10]2[C:5](=[CH:6][CH:7]=[CH:8][CH:9]=2)[CH2:4][CH2:3][CH2:2]1.[C:11]1([CH3:21])[CH:16]=[CH:15][C:14]([S:17](Cl)(=[O:19])=[O:18])=[CH:13][CH:12]=1.[Cl-].[Al+3].[Cl-].[Cl-]. No catalyst specified. The product is [CH:9]1[C:10]2[CH2:1][CH2:2][CH2:3][CH2:4][C:5]=2[CH:6]=[CH:7][C:8]=1[S:17]([C:14]1[CH:15]=[CH:16][C:11]([CH3:21])=[CH:12][CH:13]=1)(=[O:19])=[O:18]. The yield is 0.530. (2) The reactants are [OH:1][C:2]1[CH:11]=[C:10]2[C:5]([C:6]([NH:12][C:13]3[CH:21]=[C:20]4[C:16]([CH:17]=[CH:18][NH:19]4)=[CH:15][CH:14]=3)=[N:7][CH:8]=[N:9]2)=[CH:4][C:3]=1[O:22][CH3:23].O[CH2:25][CH2:26][C:27]1[S:31][CH:30]=[N:29][C:28]=1[CH3:32]. No catalyst specified. The product is [CH3:23][O:22][C:3]1[CH:4]=[C:5]2[C:10](=[CH:11][C:2]=1[O:1][CH2:25][CH2:26][C:27]1[S:31][CH:30]=[N:29][C:28]=1[CH3:32])[N:9]=[CH:8][N:7]=[C:6]2[NH:12][C:13]1[CH:21]=[C:20]2[C:16]([CH:17]=[CH:18][NH:19]2)=[CH:15][CH:14]=1. The yield is 0.340. (3) The reactants are [CH3:1][C:2]1[CH:7]=[CH:6][C:5]([S:8]([N:11]([C@H:16]([C:41]([NH2:43])=[O:42])[CH2:17][CH2:18][CH2:19][CH2:20][NH:21][C:22]([C@@H:24]([NH:32][S:33]([C:36]2[S:40][CH:39]=[CH:38][CH:37]=2)(=[O:35])=[O:34])[CH2:25][C:26]2[CH:31]=[CH:30][CH:29]=[CH:28][CH:27]=2)=[O:23])[CH2:12][CH:13]([CH3:15])[CH3:14])(=[O:10])=[O:9])=[CH:4][CH:3]=1.[CH2:44]([CH2:46]N)[OH:45]. The catalyst is C(O)C. The product is [CH3:1][C:2]1[CH:3]=[CH:4][C:5]([S:8]([N:11]([C@H:16]([C:41]([NH:43][CH2:46][CH2:44][OH:45])=[O:42])[CH2:17][CH2:18][CH2:19][CH2:20][NH:21][C:22]([C@@H:24]([NH:32][S:33]([C:36]2[S:40][CH:39]=[CH:38][CH:37]=2)(=[O:34])=[O:35])[CH2:25][C:26]2[CH:31]=[CH:30][CH:29]=[CH:28][CH:27]=2)=[O:23])[CH2:12][CH:13]([CH3:15])[CH3:14])(=[O:9])=[O:10])=[CH:6][CH:7]=1. The yield is 0.210. (4) The reactants are [CH2:1]([C:4]1[CH:9]=[CH:8][C:7]([F:10])=[C:6]([C:11]2[CH:16]=[CH:15][C:14]([Cl:17])=[CH:13][C:12]=2[CH3:18])[C:5]=1[OH:19])[CH:2]=[CH2:3]. The catalyst is C(Cl)Cl.CC1C=CC=CC=1[P](C1C=CC=CC=1C)([Pd](Cl)(Cl)[P](C1=C(C)C=CC=C1)(C1C=CC=CC=1C)C1C=CC=CC=1C)C1C=CC=CC=1C. The product is [Cl:17][C:14]1[CH:15]=[CH:16][C:11]([C:6]2[C:5]([OH:19])=[C:4]([CH:1]=[CH:2][CH3:3])[CH:9]=[CH:8][C:7]=2[F:10])=[C:12]([CH3:18])[CH:13]=1. The yield is 0.800.